This data is from Reaction yield outcomes from USPTO patents with 853,638 reactions. The task is: Predict the reaction yield, written as a fraction of the theoretical maximum amount of product (1.0 means a 100% yield; for example, 0.34 means a 34% yield). The reactants are [NH2:1][C:2]1[C:3]2[C:10]([C:11]3[CH:16]=[CH:15][C:14]([NH2:17])=[C:13]([O:18][CH3:19])[CH:12]=3)=[CH:9][N:8]([CH:20]3[CH2:25][CH2:24][C:23](=[O:26])[CH2:22][CH2:21]3)[C:4]=2[N:5]=[CH:6][N:7]=1.[C:27](Cl)(=[O:36])[CH2:28][CH2:29][C:30]1[CH:35]=[CH:34][CH:33]=[CH:32][CH:31]=1. The catalyst is N1C=CC=CC=1.ClCCl. The product is [NH2:1][C:2]1[C:3]2[C:10]([C:11]3[CH:16]=[CH:15][C:14]([NH:17][C:27](=[O:36])[CH2:28][CH2:29][C:30]4[CH:35]=[CH:34][CH:33]=[CH:32][CH:31]=4)=[C:13]([O:18][CH3:19])[CH:12]=3)=[CH:9][N:8]([CH:20]3[CH2:25][CH2:24][C:23](=[O:26])[CH2:22][CH2:21]3)[C:4]=2[N:5]=[CH:6][N:7]=1. The yield is 0.920.